From a dataset of Full USPTO retrosynthesis dataset with 1.9M reactions from patents (1976-2016). Predict the reactants needed to synthesize the given product. (1) Given the product [CH3:19][C:2]1[CH:11]=[N:10][C:9]2[C:4](=[CH:5][C:6]([O:14][CH3:15])=[C:7]([O:12][CH3:13])[CH:8]=2)[N:3]=1, predict the reactants needed to synthesize it. The reactants are: Cl[C:2]1[CH:11]=[N:10][C:9]2[C:4](=[CH:5][C:6]([O:14][CH3:15])=[C:7]([O:12][CH3:13])[CH:8]=2)[N:3]=1.C[Mg+].[Br-].[CH3:19]COCC. (2) Given the product [ClH:14].[NH2:7][C:8]1[CH:9]=[C:10]([C:15]2[CH:20]=[CH:19][CH:18]=[C:17]([OH:21])[CH:16]=2)[CH:11]=[CH:12][C:13]=1[Cl:14], predict the reactants needed to synthesize it. The reactants are: C(OC(=O)[NH:7][C:8]1[CH:9]=[C:10]([C:15]2[CH:20]=[CH:19][CH:18]=[C:17]([OH:21])[CH:16]=2)[CH:11]=[CH:12][C:13]=1[Cl:14])(C)(C)C. (3) Given the product [CH3:9][NH:10][CH2:11][CH2:12][C:13]([OH:15])=[O:14].[CH3:9][N:10]([CH3:16])[CH2:11][CH2:12][C:13]([OH:15])=[O:14], predict the reactants needed to synthesize it. The reactants are: NCCCCCCN.[CH3:9][N:10]([CH3:16])[CH2:11][CH2:12][C:13]([OH:15])=[O:14].N=C=N. (4) Given the product [CH3:38][C:24]1[CH:25]=[C:26]([O:29][C:30]2[CH:35]=[CH:34][CH:33]=[C:32]([CH2:36][NH:37][C:7]([C:6]3[S:5][C:4]4[CH:10]=[CH:11][C:12]([C:14]([F:17])([F:16])[F:15])=[CH:13][C:3]=4[C:2]=3[CH3:1])=[O:9])[CH:31]=2)[CH:27]=[CH:28][C:23]=1[CH2:22][CH2:21][C:20]([OH:39])=[O:19], predict the reactants needed to synthesize it. The reactants are: [CH3:1][C:2]1[C:3]2[CH:13]=[C:12]([C:14]([F:17])([F:16])[F:15])[CH:11]=[CH:10][C:4]=2[S:5][C:6]=1[C:7]([OH:9])=O.C[O:19][C:20](=[O:39])[CH2:21][CH2:22][C:23]1[CH:28]=[CH:27][C:26]([O:29][C:30]2[CH:35]=[CH:34][CH:33]=[C:32]([CH2:36][NH2:37])[CH:31]=2)=[CH:25][C:24]=1[CH3:38]. (5) Given the product [CH2:20]([O:19][CH2:18][CH2:17][C@H:15]1[CH2:14][C@H:13]([OH:12])[CH2:16]1)[C:21]1[CH:26]=[CH:25][CH:24]=[CH:23][CH:22]=1, predict the reactants needed to synthesize it. The reactants are: [OH-].[Na+].[N+](C1C=CC(C([O:12][C@H:13]2[CH2:16][C@H:15]([CH2:17][CH2:18][O:19][CH2:20][C:21]3[CH:26]=[CH:25][CH:24]=[CH:23][CH:22]=3)[CH2:14]2)=O)=CC=1)([O-])=O.CC(O)=O. (6) Given the product [CH:47]1[C:48]2[CH:36]([CH2:35][O:34][C:32]([NH:31][C@H:8]([CH2:9][CH2:10][C:11]3[CH:12]=[CH:13][C:14]([C:17]4[CH:22]=[CH:21][C:20]([O:23][CH2:24][CH2:25][CH2:26][CH2:27][CH2:28][CH2:29][CH3:30])=[CH:19][CH:18]=4)=[CH:15][CH:16]=3)[CH2:7][C:6]([OH:49])=[O:5])=[O:33])[C:37]3[C:42](=[CH:41][CH:40]=[CH:39][CH:38]=3)[C:43]=2[CH:44]=[CH:45][CH:46]=1, predict the reactants needed to synthesize it. The reactants are: C([O:5][C:6](=[O:49])[CH2:7][C@H:8]([NH:31][C:32]([O:34][CH2:35][CH:36]1[C:48]2[CH:47]=[CH:46][CH:45]=[CH:44][C:43]=2[C:42]2[C:37]1=[CH:38][CH:39]=[CH:40][CH:41]=2)=[O:33])[CH2:9][CH2:10][C:11]1[CH:16]=[CH:15][C:14]([C:17]2[CH:22]=[CH:21][C:20]([O:23][CH2:24][CH2:25][CH2:26][CH2:27][CH2:28][CH2:29][CH3:30])=[CH:19][CH:18]=2)=[CH:13][CH:12]=1)(C)(C)C.C(O)(C(F)(F)F)=O. (7) Given the product [C:7]([O:11][C:12]([N:14]([C:22]1[C:27]([CH2:31][F:32])([CH2:28][CH2:29][OH:30])[S:26](=[O:33])(=[O:34])[CH2:25][C@:24]([C:36]2[CH:41]=[C:40]([N+:42]([O-:44])=[O:43])[CH:39]=[CH:38][C:37]=2[F:45])([CH3:35])[N:23]=1)[C:15](=[O:21])[O:16][C:17]([CH3:20])([CH3:18])[CH3:19])=[O:13])([CH3:8])([CH3:9])[CH3:10], predict the reactants needed to synthesize it. The reactants are: O1CCCC1.B.[C:7]([O:11][C:12]([N:14]([C:22]1[C:27]([CH2:31][F:32])([CH2:28][CH:29]=[O:30])[S:26](=[O:34])(=[O:33])[CH2:25][C@:24]([C:36]2[CH:41]=[C:40]([N+:42]([O-:44])=[O:43])[CH:39]=[CH:38][C:37]=2[F:45])([CH3:35])[N:23]=1)[C:15](=[O:21])[O:16][C:17]([CH3:20])([CH3:19])[CH3:18])=[O:13])([CH3:10])([CH3:9])[CH3:8].